Dataset: Forward reaction prediction with 1.9M reactions from USPTO patents (1976-2016). Task: Predict the product of the given reaction. Given the reactants [ClH:1].[NH2:2][CH2:3][CH2:4][C:5]1[C:13]2[S:12][C:11](=[O:14])[NH:10][C:9]=2[C:8]([OH:15])=[CH:7][CH:6]=1.C(O[CH2:25][CH2:26][S:27]([CH2:30][CH2:31][CH2:32][O:33][CH2:34][CH2:35][C:36]1[CH:41]=[CH:40][CH:39]=[CH:38][CH:37]=1)(=[O:29])=[O:28])(=O)C1C=CC=CC=1.C(N(CC)CC)C.Cl, predict the reaction product. The product is: [ClH:1].[OH:15][C:8]1[C:9]2[NH:10][C:11](=[O:14])[S:12][C:13]=2[C:5]([CH2:4][CH2:3][NH:2][CH2:25][CH2:26][S:27]([CH2:30][CH2:31][CH2:32][O:33][CH2:34][CH2:35][C:36]2[CH:37]=[CH:38][CH:39]=[CH:40][CH:41]=2)(=[O:29])=[O:28])=[CH:6][CH:7]=1.